This data is from Forward reaction prediction with 1.9M reactions from USPTO patents (1976-2016). The task is: Predict the product of the given reaction. (1) The product is: [Cl:38][C:32]1[CH:33]=[CH:34][C:35]([Cl:37])=[CH:36][C:31]=1[CH2:30][S:27]([C:24]1[CH:25]=[C:26]2[C:21](=[CH:22][CH:23]=1)[NH:20][C:19](=[O:39])/[C:18]/2=[CH:17]\[C:14]1[NH:13][C:12]([CH3:40])=[C:11]([C:9]([N:45]2[CH2:46][CH2:47][N:42]([CH3:41])[CH2:43][CH2:44]2)=[O:8])[C:15]=1[CH3:16])(=[O:28])=[O:29]. Given the reactants O=C1CCC(=O)N1[O:8][C:9]([C:11]1[C:15]([CH3:16])=[C:14](/[CH:17]=[C:18]2\[C:19](=[O:39])[NH:20][C:21]3[C:26]\2=[CH:25][C:24]([S:27]([CH2:30][C:31]2[CH:36]=[C:35]([Cl:37])[CH:34]=[CH:33][C:32]=2[Cl:38])(=[O:29])=[O:28])=[CH:23][CH:22]=3)[NH:13][C:12]=1[CH3:40])=O.[CH3:41][N:42]1[CH2:47][CH2:46][NH:45][CH2:44][CH2:43]1, predict the reaction product. (2) Given the reactants [Br:1][C:2]1[CH:3]=[C:4]([C:8]([NH:12][C:13](=[O:19])[O:14][C:15]([CH3:18])([CH3:17])[CH3:16])([CH3:11])[CH:9]=O)[CH:5]=[CH:6][CH:7]=1.[CH3:20][NH2:21].C(O[BH-](OC(=O)C)OC(=O)C)(=O)C.[Na+], predict the reaction product. The product is: [Br:1][C:2]1[CH:3]=[C:4]([C:8]([NH:12][C:13](=[O:19])[O:14][C:15]([CH3:18])([CH3:17])[CH3:16])([CH3:11])[CH2:9][NH:21][CH3:20])[CH:5]=[CH:6][CH:7]=1. (3) Given the reactants [NH2:1][CH2:2][CH2:3][N:4]1[C:9]2[CH:10]=[C:11]([C:15]([N:17]([CH:31]([CH3:33])[CH3:32])[C@@H:18]3[CH2:23][CH2:22][CH2:21][N:20]([C:24]([O:26][C:27]([CH3:30])([CH3:29])[CH3:28])=[O:25])[CH2:19]3)=[O:16])[C:12]([CH3:14])=[CH:13][C:8]=2[O:7][C:6]([CH3:35])([CH3:34])[C:5]1=[O:36].C(N(CC)CC)C.[C:44](Cl)(=[O:46])[CH3:45], predict the reaction product. The product is: [C:44]([NH:1][CH2:2][CH2:3][N:4]1[C:9]2[CH:10]=[C:11]([C:15]([N:17]([CH:31]([CH3:32])[CH3:33])[C@@H:18]3[CH2:23][CH2:22][CH2:21][N:20]([C:24]([O:26][C:27]([CH3:29])([CH3:28])[CH3:30])=[O:25])[CH2:19]3)=[O:16])[C:12]([CH3:14])=[CH:13][C:8]=2[O:7][C:6]([CH3:34])([CH3:35])[C:5]1=[O:36])(=[O:46])[CH3:45]. (4) Given the reactants [C:1]([C:5]1[CH:6]=[C:7]([NH2:27])[N:8]([C:10]2[CH:18]=[C:17]3[C:13]([CH:14]=[N:15][N:16]3[CH2:19][CH2:20][N:21]3[CH2:26][CH2:25][O:24][CH2:23][CH2:22]3)=[CH:12][CH:11]=2)[N:9]=1)([CH3:4])([CH3:3])[CH3:2].CCN(C(C)C)C(C)C.[Cl:37][C:38]([Cl:45])([Cl:44])[CH2:39][O:40][C:41](Cl)=[O:42], predict the reaction product. The product is: [Cl:37][C:38]([Cl:45])([Cl:44])[CH2:39][O:40][C:41](=[O:42])[NH:27][C:7]1[N:8]([C:10]2[CH:18]=[C:17]3[C:13]([CH:14]=[N:15][N:16]3[CH2:19][CH2:20][N:21]3[CH2:26][CH2:25][O:24][CH2:23][CH2:22]3)=[CH:12][CH:11]=2)[N:9]=[C:5]([C:1]([CH3:4])([CH3:2])[CH3:3])[CH:6]=1. (5) Given the reactants [CH2:1]([N:3]1[CH2:8][CH2:7][NH:6][CH2:5][CH2:4]1)[CH3:2].[CH:9]([CH:11]1[CH2:16][CH2:15][N:14]([C:17]([OH:19])=[O:18])[CH2:13][CH2:12]1)=O, predict the reaction product. The product is: [CH2:1]([N:3]1[CH2:8][CH2:7][N:6]([CH2:9][CH:11]2[CH2:16][CH2:15][N:14]([C:17]([O:19][C:11]([CH3:16])([CH3:12])[CH3:9])=[O:18])[CH2:13][CH2:12]2)[CH2:5][CH2:4]1)[CH3:2]. (6) The product is: [F:42][C:39]1[CH:38]=[CH:37][C:36]([CH:30]2[C:29]3([CH2:43][CH2:44][CH2:45][N:27]([C:25](=[O:26])[C@H:24]([NH:23][C:10](=[O:11])[C:9]([N:8]([CH3:22])[C:6](=[O:7])[O:5][C:1]([CH3:3])([CH3:2])[CH3:4])([CH3:21])[CH3:20])[CH2:46][O:47][CH2:48][C:49]4[CH:54]=[CH:53][C:52]([CH3:55])=[CH:51][CH:50]=4)[CH2:28]3)[C:33](=[O:34])[N:32]([CH3:35])[CH2:31]2)=[CH:41][CH:40]=1. Given the reactants [C:1]([O:5][C:6]([N:8]([CH3:22])[C:9]([CH3:21])([CH3:20])[C:10](ON1C(=O)CCC1=O)=[O:11])=[O:7])([CH3:4])([CH3:3])[CH3:2].[NH2:23][C@H:24]([CH2:46][O:47][CH2:48][C:49]1[CH:54]=[CH:53][C:52]([CH3:55])=[CH:51][CH:50]=1)[C:25]([N:27]1[CH2:45][CH2:44][CH2:43][C:29]2([C:33](=[O:34])[N:32]([CH3:35])[CH2:31][CH:30]2[C:36]2[CH:41]=[CH:40][C:39]([F:42])=[CH:38][CH:37]=2)[CH2:28]1)=[O:26].CCN(C(C)C)C(C)C, predict the reaction product.